From a dataset of Peptide-MHC class I binding affinity with 185,985 pairs from IEDB/IMGT. Regression. Given a peptide amino acid sequence and an MHC pseudo amino acid sequence, predict their binding affinity value. This is MHC class I binding data. (1) The peptide sequence is IVYSLVTTI. The MHC is HLA-B15:03 with pseudo-sequence HLA-B15:03. The binding affinity (normalized) is 0.304. (2) The peptide sequence is SDYLELDII. The MHC is Patr-B2401 with pseudo-sequence Patr-B2401. The binding affinity (normalized) is 0.629. (3) The peptide sequence is TAFTIPST. The MHC is HLA-A29:02 with pseudo-sequence HLA-A29:02. The binding affinity (normalized) is 0. (4) The peptide sequence is YQAENSTAE. The MHC is HLA-A02:12 with pseudo-sequence HLA-A02:12. The binding affinity (normalized) is 0.0847.